From a dataset of Forward reaction prediction with 1.9M reactions from USPTO patents (1976-2016). Predict the product of the given reaction. (1) Given the reactants C(Cl)(=O)C(Cl)=O.CS(C)=O.[OH:11][CH:12]([C:14]1[N:15]=[C:16]([C:19]2[CH:24]=[CH:23][CH:22]=[CH:21][C:20]=2[NH:25][C:26]([O:28][CH2:29][CH:30]2[CH2:35][CH2:34][N:33]([C:36]([O:38][C:39]([CH3:42])([CH3:41])[CH3:40])=[O:37])[CH2:32][CH2:31]2)=[O:27])[S:17][CH:18]=1)[CH3:13], predict the reaction product. The product is: [C:12]([C:14]1[N:15]=[C:16]([C:19]2[CH:24]=[CH:23][CH:22]=[CH:21][C:20]=2[NH:25][C:26]([O:28][CH2:29][CH:30]2[CH2:35][CH2:34][N:33]([C:36]([O:38][C:39]([CH3:42])([CH3:41])[CH3:40])=[O:37])[CH2:32][CH2:31]2)=[O:27])[S:17][CH:18]=1)(=[O:11])[CH3:13]. (2) Given the reactants [O:1]=[C:2]1[CH2:7][CH2:6][C:5]([C:10]2[CH:15]=[CH:14][CH:13]=[CH:12][CH:11]=2)([C:8]#[N:9])[CH2:4][CH2:3]1.[CH2:16](O)[CH2:17][OH:18].O, predict the reaction product. The product is: [C:10]1([C:5]2([C:8]#[N:9])[CH2:4][CH2:3][C:2]3([O:18][CH2:17][CH2:16][O:1]3)[CH2:7][CH2:6]2)[CH:11]=[CH:12][CH:13]=[CH:14][CH:15]=1.